Predict the product of the given reaction. From a dataset of Forward reaction prediction with 1.9M reactions from USPTO patents (1976-2016). (1) Given the reactants [C:1]([O:4][CH2:5][C:6]([NH:21][C:22](=[O:24])[CH3:23])([CH2:16][O:17][C:18](=[O:20])[CH3:19])[CH2:7][CH2:8][C:9]1[CH:14]=[CH:13][C:12](Br)=[CH:11][CH:10]=1)(=[O:3])[CH3:2].[B:25]1([B:25]2[O:30][CH2:29][C:28]([CH3:32])([CH3:31])[CH2:27][O:26]2)[O:30][CH2:29][C:28]([CH3:32])([CH3:31])[CH2:27][O:26]1.C([O-])(=O)C.[K+].O, predict the reaction product. The product is: [C:1]([O:4][CH2:5][C:6]([NH:21][C:22](=[O:24])[CH3:23])([CH2:16][O:17][C:18](=[O:20])[CH3:19])[CH2:7][CH2:8][C:9]1[CH:14]=[CH:13][C:12]([B:25]2[O:30][CH2:29][C:28]([CH3:32])([CH3:31])[CH2:27][O:26]2)=[CH:11][CH:10]=1)(=[O:3])[CH3:2]. (2) Given the reactants [NH2:1][C@H:2]1[CH2:7][CH2:6][C@H:5]([OH:8])[CH2:4][CH2:3]1.[O:9](C(OC(C)(C)C)=O)[C:10]([O:12][C:13]([CH3:16])([CH3:15])[CH3:14])=O.CO.O1CCOCC1, predict the reaction product. The product is: [OH:8][C@H:5]1[CH2:6][CH2:7][C@H:2]([NH:1][C:10](=[O:9])[O:12][C:13]([CH3:16])([CH3:15])[CH3:14])[CH2:3][CH2:4]1. (3) Given the reactants [H-].[Na+].[Br:3][C:4]1[CH:5]=[C:6]2[C:10](=[CH:11][CH:12]=1)[NH:9][N:8]=[CH:7]2.S(O[CH2:24][CH:25]1[CH2:30][CH2:29][N:28]([C:31]([O:33][CH2:34][C:35]2[CH:40]=[CH:39][CH:38]=[CH:37][CH:36]=2)=[O:32])[CH2:27][CH2:26]1)(C1C=CC(C)=CC=1)(=O)=O.C(OCC)(=O)C.CCCCCC, predict the reaction product. The product is: [Br:3][C:4]1[CH:5]=[C:6]2[C:10](=[CH:11][CH:12]=1)[N:9]([CH2:24][CH:25]1[CH2:30][CH2:29][N:28]([C:31]([O:33][CH2:34][C:35]3[CH:36]=[CH:37][CH:38]=[CH:39][CH:40]=3)=[O:32])[CH2:27][CH2:26]1)[N:8]=[CH:7]2. (4) Given the reactants O1[C:5]2([CH2:10][CH2:9][CH:8]([CH2:11][N:12]([CH3:14])[CH3:13])[CH2:7][CH2:6]2)[O:4]CC1.Cl, predict the reaction product. The product is: [CH3:14][N:12]([CH2:11][CH:8]1[CH2:9][CH2:10][C:5](=[O:4])[CH2:6][CH2:7]1)[CH3:13]. (5) Given the reactants [NH2:1][C:2]1[CH:28]=[CH:27][C:5]([CH2:6][C@H:7]2[CH2:11][CH2:10][C@H:9]([C@H:12]([OH:19])[C:13]3[CH:18]=[CH:17][CH:16]=[CH:15][CH:14]=3)[N:8]2[C:20]([O:22][C:23]([CH3:26])([CH3:25])[CH3:24])=[O:21])=[CH:4][CH:3]=1.C1C(=O)N([Br:36])C(=O)C1, predict the reaction product. The product is: [NH2:1][C:2]1[CH:3]=[CH:4][C:5]([CH2:6][C@H:7]2[CH2:11][CH2:10][C@H:9]([C@H:12]([OH:19])[C:13]3[CH:18]=[CH:17][CH:16]=[CH:15][CH:14]=3)[N:8]2[C:20]([O:22][C:23]([CH3:25])([CH3:24])[CH3:26])=[O:21])=[CH:27][C:28]=1[Br:36]. (6) The product is: [CH:1]1([N:5]2[CH2:6][CH2:7][CH:8]([O:11][C:12]3[CH:21]=[CH:20][C:19]4[CH2:18][NH:17][CH2:16][CH2:15][C:14]=4[N:13]=3)[CH2:9][CH2:10]2)[CH2:4][CH2:3][CH2:2]1. Given the reactants [CH:1]1([N:5]2[CH2:10][CH2:9][CH:8]([O:11][C:12]3[CH:21]=[CH:20][C:19]4[CH2:18][N:17](C(OC(C)(C)C)=O)[CH2:16][CH2:15][C:14]=4[N:13]=3)[CH2:7][CH2:6]2)[CH2:4][CH2:3][CH2:2]1.C(O)(C(F)(F)F)=O.C([O-])(O)=O.[Na+], predict the reaction product. (7) Given the reactants Cl[C:2]1[C:11]2[C:10](=[O:12])[N:9]([CH2:13][C@@H:14]3[CH2:18][O:17][C:16]([CH3:20])([CH3:19])[O:15]3)[CH:8]=[N:7][C:6]=2[N:5]([CH3:21])[C:4](=[O:22])[C:3]=1[F:23].[F:24][C:25]1[CH:31]=[C:30]([I:32])[CH:29]=[CH:28][C:26]=1[NH2:27].O1CCCC1.C[Si](C)(C)[N-][Si](C)(C)C.[Li+].C(OC(C)C)(=O)C, predict the reaction product. The product is: [CH3:19][C:16]1([CH3:20])[O:15][C@H:14]([CH2:13][N:9]2[C:10](=[O:12])[C:11]3[C:2]([NH:27][C:26]4[CH:28]=[CH:29][C:30]([I:32])=[CH:31][C:25]=4[F:24])=[C:3]([F:23])[C:4](=[O:22])[N:5]([CH3:21])[C:6]=3[N:7]=[CH:8]2)[CH2:18][O:17]1. (8) Given the reactants [CH3:1][C:2](C)([O-])[CH3:3].[K+].[C:7]([NH:17][CH2:18][CH2:19][CH2:20][CH2:21][C:22]1[CH:27]=[CH:26][C:25]([OH:28])=[CH:24][CH:23]=1)([O:9][CH2:10][C:11]1[CH:16]=[CH:15][CH:14]=[CH:13][CH:12]=1)=[O:8].C(Br)C=C, predict the reaction product. The product is: [C:7]([NH:17][CH2:18][CH2:19][CH2:20][CH2:21][C:22]1[CH:27]=[CH:26][C:25]([O:28][CH2:3][CH:2]=[CH2:1])=[CH:24][CH:23]=1)([O:9][CH2:10][C:11]1[CH:12]=[CH:13][CH:14]=[CH:15][CH:16]=1)=[O:8].